Dataset: Full USPTO retrosynthesis dataset with 1.9M reactions from patents (1976-2016). Task: Predict the reactants needed to synthesize the given product. (1) Given the product [F:1][C:2]1[CH:9]=[C:8]([OH:10])[CH:7]=[CH:6][C:3]=1[CH:4]=[O:5], predict the reactants needed to synthesize it. The reactants are: [F:1][C:2]1[CH:9]=[C:8]([O:10]C)[CH:7]=[CH:6][C:3]=1[CH:4]=[O:5].B(Br)(Br)Br. (2) Given the product [CH3:19][C:15]1([CH3:18])[O:14][CH:13]2[C:12]([CH2:20][O:21][C:22]([C:29]3[CH:30]=[CH:31][CH:32]=[CH:33][CH:34]=3)([C:35]3[CH:36]=[CH:37][CH:38]=[CH:39][CH:40]=3)[C:23]3[CH:28]=[CH:27][CH:26]=[CH:25][CH:24]=3)=[CH:11][CH:10]([N:7]3[CH:8]=[N:9][C:5]([C:3]([NH2:41])=[O:2])=[N:6]3)[CH:17]2[O:16]1, predict the reactants needed to synthesize it. The reactants are: C[O:2][C:3]([C:5]1[N:9]=[CH:8][N:7]([CH:10]2[CH:17]3[CH:13]([O:14][C:15]([CH3:19])([CH3:18])[O:16]3)[C:12]([CH2:20][O:21][C:22]([C:35]3[CH:40]=[CH:39][CH:38]=[CH:37][CH:36]=3)([C:29]3[CH:34]=[CH:33][CH:32]=[CH:31][CH:30]=3)[C:23]3[CH:28]=[CH:27][CH:26]=[CH:25][CH:24]=3)=[CH:11]2)[N:6]=1)=O.[NH3:41]. (3) Given the product [CH2:20]([N:22]([CH2:23][CH2:24][O:25][C:29]1[CH:38]=[C:37]2[C:32]([C:33]([O:39][C:40]3[CH:41]=[C:42]4[C:46](=[CH:47][CH:48]=3)[NH:45][C:44]([CH3:49])=[CH:43]4)=[N:34][CH:35]=[N:36]2)=[CH:31][C:30]=1[O:50][CH3:51])[CH2:26][CH3:27])[CH3:21], predict the reactants needed to synthesize it. The reactants are: C1(P(C2C=CC=CC=2)C2C=CC=CC=2)C=CC=CC=1.[CH2:20]([N:22]([CH2:26][CH3:27])[CH2:23][CH2:24][OH:25])[CH3:21].O[C:29]1[CH:38]=[C:37]2[C:32]([C:33]([O:39][C:40]3[CH:41]=[C:42]4[C:46](=[CH:47][CH:48]=3)[NH:45][C:44]([CH3:49])=[CH:43]4)=[N:34][CH:35]=[N:36]2)=[CH:31][C:30]=1[O:50][CH3:51].N(C(OCC)=O)=NC(OCC)=O. (4) Given the product [CH:1]1([C:4]2[C:5]([O:25][CH2:26][C:27]([F:30])([F:28])[F:29])=[CH:6][C:7]([C:10]([NH:12][CH:13]([C:21]([CH3:24])([CH3:23])[CH3:22])[C:14]([OH:16])=[O:15])=[O:11])=[N:8][CH:9]=2)[CH2:3][CH2:2]1, predict the reactants needed to synthesize it. The reactants are: [CH:1]1([C:4]2[C:5]([O:25][CH2:26][C:27]([F:30])([F:29])[F:28])=[CH:6][C:7]([C:10]([NH:12][CH:13]([C:21]([CH3:24])([CH3:23])[CH3:22])[C:14]([O:16]C(C)(C)C)=[O:15])=[O:11])=[N:8][CH:9]=2)[CH2:3][CH2:2]1.FC(F)(F)C(O)=O. (5) The reactants are: [CH2:1]([N:8]1[C:16]2[C:15]([Cl:17])=[N:14][C:13](N)=[N:12][C:11]=2[CH:10]=[CH:9]1)[C:2]1[CH:7]=[CH:6][CH:5]=[CH:4][CH:3]=1.N(OC(C)(C)C)=O.[Cl:26]CCCl. Given the product [CH2:1]([N:8]1[C:16]2[C:15]([Cl:17])=[N:14][C:13]([Cl:26])=[N:12][C:11]=2[CH:10]=[CH:9]1)[C:2]1[CH:7]=[CH:6][CH:5]=[CH:4][CH:3]=1, predict the reactants needed to synthesize it.